From a dataset of Forward reaction prediction with 1.9M reactions from USPTO patents (1976-2016). Predict the product of the given reaction. (1) Given the reactants Cl[C:2]1[CH:11]=[CH:10][N:9]=[C:8]2[C:3]=1[CH:4]=[CH:5][C:6]([C:12]([F:15])([F:14])[F:13])=[N:7]2.CC1(C)COB([C:23]2[CH:24]=[C:25]([CH:34]=[CH:35][CH:36]=2)[O:26][CH2:27][C:28]2[CH:33]=[CH:32][CH:31]=[CH:30][N:29]=2)OC1, predict the reaction product. The product is: [N:29]1[CH:30]=[CH:31][CH:32]=[CH:33][C:28]=1[CH2:27][O:26][C:25]1[CH:34]=[C:35]([C:2]2[CH:11]=[CH:10][N:9]=[C:8]3[C:3]=2[CH:4]=[CH:5][C:6]([C:12]([F:15])([F:14])[F:13])=[N:7]3)[CH:36]=[CH:23][CH:24]=1. (2) Given the reactants [F:1][C:2]([F:7])([F:6])[C:3]([OH:5])=[O:4].[CH2:8]([N:10]([CH2:12][C:13]1[S:17][CH:16]=[C:15]([C:18]2[CH:19]=[C:20]3[C:24](=[C:25]([C:27]([NH2:29])=[O:28])[CH:26]=2)[NH:23][CH:22]=[C:21]3[CH:30]2[CH2:35][CH2:34][N:33]([S:36]([CH2:39][CH3:40])(=[O:38])=[O:37])[CH2:32][CH2:31]2)[CH:14]=1)[CH3:11])[CH3:9].CNCC, predict the reaction product. The product is: [F:1][C:2]([F:7])([F:6])[C:3]([OH:5])=[O:4].[CH2:39]([S:36]([N:33]1[CH2:34][CH2:35][CH:30]([C:21]2[C:20]3[C:24](=[C:25]([C:27]([NH2:29])=[O:28])[CH:26]=[C:18]([C:15]4[CH:14]=[C:13]([CH2:12][N:10]([CH2:8][CH2:9][OH:4])[CH3:11])[S:17][CH:16]=4)[CH:19]=3)[NH:23][CH:22]=2)[CH2:31][CH2:32]1)(=[O:37])=[O:38])[CH3:40]. (3) Given the reactants [CH3:1][C:2]([C:9]1[CH:14]=[CH:13][C:12]([N+:15]([O-])=O)=[CH:11][C:10]=1[C:18]1[CH:19]=[N:20][CH:21]=[CH:22][CH:23]=1)([CH3:8])[CH2:3][NH:4][C:5](=[O:7])[CH3:6], predict the reaction product. The product is: [NH2:15][C:12]1[CH:13]=[CH:14][C:9]([C:2]([CH3:8])([CH3:1])[CH2:3][NH:4][C:5](=[O:7])[CH3:6])=[C:10]([C:18]2[CH:19]=[N:20][CH:21]=[CH:22][CH:23]=2)[CH:11]=1.